Dataset: Forward reaction prediction with 1.9M reactions from USPTO patents (1976-2016). Task: Predict the product of the given reaction. (1) The product is: [OH:33][C@H:32]1[CH2:31][CH2:30][C@@:29]2([CH3:34])[C:9](=[CH:10][CH2:11][C@@H:12]3[C@@H:28]2[CH2:27][CH2:26][C@@:25]2([CH3:35])[C@H:13]3[CH2:14][CH:15]=[C:16]2[C@H:17]([CH3:24])[CH2:18][CH2:19][CH2:20][CH:21]([CH3:23])[CH3:22])[C:8]1([CH3:36])[CH3:7]. Given the reactants [H-].[Al+3].[Li+].[H-].[H-].[H-].[CH3:7][C:8]1([CH3:36])[C:32](=[O:33])[CH2:31][CH2:30][C@@:29]2([CH3:34])[C:9]1=[CH:10][CH2:11][C@@H:12]1[C@@H:28]2[CH2:27][CH2:26][C@@:25]2([CH3:35])[C@H:13]1[CH2:14][CH:15]=[C:16]2[C@H:17]([CH3:24])[CH2:18][CH2:19][CH2:20][CH:21]([CH3:23])[CH3:22].O, predict the reaction product. (2) The product is: [CH2:5]([C:7]1[CH:8]=[CH:9][C:10]([OH:14])=[CH:11][C:12]=1[OH:13])[CH3:4]. Given the reactants C(O)C.[CH3:4][C:5]([C:7]1[CH:8]=[CH:9][C:10]([OH:14])=[CH:11][C:12]=1[OH:13])=O.C(O)(=O)C, predict the reaction product. (3) Given the reactants C([NH:4][C:5]1[CH:13]=[C:12]([I:14])[CH:11]=[CH:10][C:6]=1[C:7]([OH:9])=[O:8])(=O)C.Cl.[CH3:16]O, predict the reaction product. The product is: [CH3:16][O:9][C:7](=[O:8])[C:6]1[CH:10]=[CH:11][C:12]([I:14])=[CH:13][C:5]=1[NH2:4]. (4) Given the reactants [OH:1][C:2]1[CH:7]=[C:6]([O:8][CH2:9][CH2:10][O:11][CH3:12])[CH:5]=[CH:4][C:3]=1/[CH:13]=[CH:14]/[C:15]([O:17][CH2:18][CH3:19])=[O:16].[C:20]([N:27]1[CH2:32][CH2:31][CH:30](O)[CH2:29][CH2:28]1)([O:22][C:23]([CH3:26])([CH3:25])[CH3:24])=[O:21].C(P(CCCC)CCCC)CCC.N(C(N1CCCCC1)=O)=NC(N1CCCCC1)=O, predict the reaction product. The product is: [CH2:18]([O:17][C:15](=[O:16])/[CH:14]=[CH:13]/[C:3]1[CH:4]=[CH:5][C:6]([O:8][CH2:9][CH2:10][O:11][CH3:12])=[CH:7][C:2]=1[O:1][CH:30]1[CH2:31][CH2:32][N:27]([C:20]([O:22][C:23]([CH3:26])([CH3:25])[CH3:24])=[O:21])[CH2:28][CH2:29]1)[CH3:19]. (5) Given the reactants [CH3:1][C:2]1[CH:7]=[CH:6][CH:5]=[CH:4][C:3]=1[C:8]1[C:9]2[CH:16]=[C:15]([CH:17]=[O:18])[CH:14]=[CH:13][C:10]=2[S:11][CH:12]=1.C1(C)C=CC=CC=1.CO.[BH4-].[Na+], predict the reaction product. The product is: [CH3:1][C:2]1[CH:7]=[CH:6][CH:5]=[CH:4][C:3]=1[C:8]1[C:9]2[CH:16]=[C:15]([CH2:17][OH:18])[CH:14]=[CH:13][C:10]=2[S:11][CH:12]=1. (6) Given the reactants [Cl:1][C:2]1[CH:3]=[C:4]([C:9]([C:25]([F:28])([F:27])[F:26])=[CH:10][C:11]([C:13]2[CH:18]=[CH:17][C:16]([C@@H:19]([NH:21][C:22](=[O:24])[CH3:23])[CH3:20])=[CH:15][CH:14]=2)=O)[CH:5]=[C:6]([Cl:8])[CH:7]=1.Br.C([N+](CCCC)(CCCC)CCCC)CCC.[NH2:47][OH:48].[OH-].[Na+].[Cl-].[NH4+], predict the reaction product. The product is: [Cl:1][C:2]1[CH:3]=[C:4]([C:9]2([C:25]([F:28])([F:27])[F:26])[O:48][N:47]=[C:11]([C:13]3[CH:18]=[CH:17][C:16]([C@@H:19]([NH:21][C:22](=[O:24])[CH3:23])[CH3:20])=[CH:15][CH:14]=3)[CH2:10]2)[CH:5]=[C:6]([Cl:8])[CH:7]=1.